This data is from Human liver microsome stability data. The task is: Regression/Classification. Given a drug SMILES string, predict its absorption, distribution, metabolism, or excretion properties. Task type varies by dataset: regression for continuous measurements (e.g., permeability, clearance, half-life) or binary classification for categorical outcomes (e.g., BBB penetration, CYP inhibition). Dataset: hlm. The molecule is CNCCC(c1ccc2ccccc2c1)n1ncnn1. The result is 0 (unstable in human liver microsomes).